From a dataset of Forward reaction prediction with 1.9M reactions from USPTO patents (1976-2016). Predict the product of the given reaction. The product is: [NH:5]1[CH2:6][CH2:7][CH:8]([NH:11][C:12]2[O:13][C:14]3[C:15]([CH2:21][OH:22])=[N:16][CH:17]=[CH:18][C:19]=3[N:20]=2)[CH2:9][CH2:10]1. Given the reactants FC(F)(F)C([N:5]1[CH2:10][CH2:9][CH:8]([NH:11][C:12]2[O:13][C:14]3[C:15]([CH2:21][OH:22])=[N:16][CH:17]=[CH:18][C:19]=3[N:20]=2)[CH2:7][CH2:6]1)=O.C(=O)([O-])[O-].[K+].[K+], predict the reaction product.